From a dataset of NCI-60 drug combinations with 297,098 pairs across 59 cell lines. Regression. Given two drug SMILES strings and cell line genomic features, predict the synergy score measuring deviation from expected non-interaction effect. Drug 1: C1=CN(C(=O)N=C1N)C2C(C(C(O2)CO)O)O.Cl. Drug 2: C1C(C(OC1N2C=NC3=C(N=C(N=C32)Cl)N)CO)O. Cell line: SN12C. Synergy scores: CSS=67.3, Synergy_ZIP=-0.683, Synergy_Bliss=2.40, Synergy_Loewe=4.59, Synergy_HSA=7.26.